From a dataset of Experimentally validated miRNA-target interactions with 360,000+ pairs, plus equal number of negative samples. Binary Classification. Given a miRNA mature sequence and a target amino acid sequence, predict their likelihood of interaction. (1) The miRNA is hsa-miR-5196-5p with sequence AGGGAAGGGGACGAGGGUUGGG. The protein sequence of the target gene is MFPSPALTPTPFSVKDILNLEQQQRSLAAAGELSARLEATLAPSSCMLAAFKPEAYAGPEAAAPGLPELRAELGRAPSPAKCASAFPAAPAFYPRAYSDPDPAKDPRAEKKELCALQKAVELEKTEADNAERPRARRRRKPRVLFSQAQVYELERRFKQQRYLSAPERDQLASVLKLTSTQVKIWFQNRRYKCKRQRQDQTLELVGLPPPPPPPARRIAVPVLVRDGKPCLGDSAPYAPAYGVGLNPYGYNAYPAYPGYGGAACSPGYSCTAAYPAGPSPAQPATAAANNNFVNFGVGDL.... Result: 1 (interaction). (2) The miRNA is mmu-miR-146b-5p with sequence UGAGAACUGAAUUCCAUAGGCU. The protein sequence of the target gene is MAAARPSLGRVLPGSSVLFLCDMQEKFRHNIAYFPQIVSVAARMLKVARLLEVPVMLTEQYPQGLGPTVPELGTEGLRPLAKTCFSMVPALQQELDSRPQLRSVLLCGIEAQACILNTTLDLLDRGLQVHVVVDACSSRSQVDRLVALARMRQSGAFLSTSEGLILQLVGDAVHPQFKEIQKLIKEPAPDSGLLGLFQGQNSLLH. Result: 0 (no interaction). (3) The miRNA is hsa-miR-6799-5p with sequence GGGGAGGUGUGCAGGGCUGG. The protein sequence of the target gene is MATTATMATSGSARKRLLKEEDMTKVEFETSEEVDVTPTFDTMGLREDLLRGIYAYGFEKPSAIQQRAIKQIIKGRDVIAQSQSGTGKTATFSISVLQCLDIQVRETQALILAPTRELAVQIQKGLLALGDYMNVQCHACIGGTNVGEDIRKLDYGQHVVAGTPGRVFDMIRRRSLRTRAIKMLVLDEADEMLNKGFKEQIYDVYRYLPPATQVVLISATLPHEILEMTNKFMTDPIRILVKRDELTLEGIKQFFVAVEREEWKFDTLCDLYDTLTITQAVIFCNTKRKVDWLTEKMREA.... Result: 1 (interaction). (4) The miRNA is mmu-miR-1929-5p with sequence UUCUAGGACUUUAUAGAGCAGAG. The protein sequence of the target gene is MSQPRPRYVVDRAAYSLTLFDDEFEKKDRTYPVGEKLRNAFRCSSAKIKAVVFGLLPVLSWLPKYKIKDYIIPDLLGGLSGGSIQVPQGMAFALLANLPAVNGLYSSFFPLLTYFFLGGVHQMVPGTFAVISILVGNICLQLAPESKFQVFNNATNESYVDTAAMEAERLHVSATLACLTAIIQMGLGFMQFGFVAIYLSESFIRGFMTAAGLQILISVLKYIFGLTIPSYTGPGSIVFTFIDICKNLPHTNIASLIFALISGAFLVLVKELNARYMHKIRFPIPTEMIVVVVATAISGG.... Result: 0 (no interaction). (5) The miRNA is mmu-miR-466e-3p with sequence UAUACAUACACGCACACAUAAGA. The protein sequence of the target gene is MARGSALPRRPLLCIPAVWAAAALLLSVSRTSGEVEVLDPNDPLGPLDGQDGPIPTLKGYFLNFLEPVNNITIVQGQTAILHCKVAGNPPPNVRWLKNDAPVVQEPRRIIIRKTEYGSRLRIQDLDTTDTGYYQCVATNGMKTITATGVLFVRLGPTHSPNHNFQDDYHEDGFCQPYRGIACARFIGNRTIYVDSLQMQGEIENRITAAFTMIGTSTHLSDQCSQFAIPSFCHFVFPLCDARSRTPKPRELCRDECEVLESDLCRQEYTIARSNPLILMRLQLPKCEALPMPESPDAANC.... Result: 0 (no interaction). (6) The miRNA is hsa-miR-302d-3p with sequence UAAGUGCUUCCAUGUUUGAGUGU. The protein sequence of the target gene is MAGPAIHTAPMLFLVLLLPLELSLAGALAPGTPARNLPENHIDLPGPALWTPQASHHRRRGPGKKEWGPGLPSQAQDGAVVTATRQASRLPEAEGLLPEQSPAGLLQDKDLLLGLALPYPEKENRPPGWERTRKRSREHKRRRDRLRLHQGRALVRGPSSLMKKAELSEAQVLDAAMEESSTSLAPTMFFLTTFEAAPATEESLILPVTSLRPQQAQPRSDGEVMPTLDMALFDWTDYEDLKPDGWPSAKKKEKHRGKLSSDGNETSPAEGEPCDHHQDCLPGTCCDLREHLCTPHNRGL.... Result: 1 (interaction). (7) The miRNA is mmu-miR-3064-3p with sequence UGCCACACUGCAACACCUUACA. The protein sequence of the target gene is MECPHLSSSVCIAPDSAKFPNGSPSSWCCSVCRSNKSPWVCLTCSSVHCGRYVNGHAKKHYEDAQIPLLNHKRSEKQEKAQHTVCMDCSSYSTYCYRCDDFVVNDTKLGLVQKVREHLQNLENSAFTADRHRKRKLLENSSLNSKLLKVNGSTTAICATGLRNLGNTCFMNAILQSLSNIEQFCCYFKELPAVELRNGKTAGRRTYHTRSQGDSNVSLVEEFRKTLCALWQGSQTAFSPESLFYVVWKIMPNFRGYQQQDAHEFMRYLLDHLHLELQGGFNGVSRSAILQENSTLSASNK.... Result: 0 (no interaction). (8) The miRNA is rno-miR-376b-5p with sequence GUGGAUAUUCCUUCUAUGGUUA. The protein sequence of the target gene is MGTRSSPEEGTPPPLVPECDVEVQPQGHPEESREQEASEVLAEPSSRGGAEQQAEEEEVGEGSSTESSRDAPEATPPIAMAATPPASTSSREGVRGAARRLQGQQLEALTRVALMEQRVKELQRQRKELRIEMEVEVALLRGELAGERVAARREEEQLRELLEQQAASEQRGRQQREQEQRRLSQERDRLEGLRQRLRKAQGQLDSQPEDQRERLLQGVQEMREQLDVAQRAYEDLEFQQLERESRQEEEDRDSPGPQVPDPKVQELQASMAQHRRGALQHRIRVLEEQLKSLGEQMAAE.... Result: 0 (no interaction). (9) The miRNA is hsa-miR-4649-3p with sequence UCUGAGGCCUGCCUCUCCCCA. The protein sequence of the target gene is MADDLGDEWWENQPTGAGSSPEASDGEGEGDTEVMQQETVPVPVPSEKTKQPKECFLIQPKERKENTTKTRKRRKKKITDVLAKSEPKPGLPEDLQKLMKDYYSSRRLVIELEELNLPDSCFLKANDLTHSLSSYLKEICPKWVKLRKNHSEKKSVLMLIICSSAVRALELIRSMTAFRGDGKVIKLFAKHIKVQAQVKLLEKRVVHLGVGTPGRIKELVKQGGLNLSPLKFLVFDWNWRDQKLRRMMDIPEIRKEVFELLEMGVLSLCKSESLKLGLF. Result: 1 (interaction).